This data is from Forward reaction prediction with 1.9M reactions from USPTO patents (1976-2016). The task is: Predict the product of the given reaction. Given the reactants [C:1]1([C:13]2[CH:18]=[CH:17][CH:16]=[CH:15][CH:14]=2)[CH:6]=[CH:5][C:4]([NH:7][C:8](=[O:12])[C:9](Cl)=[O:10])=[CH:3][CH:2]=1.Cl.[N:20]1([C:26]([C:28]2[CH:33]=[C:32]([F:34])[C:31]([F:35])=[C:30]([F:36])[CH:29]=2)=[O:27])[CH2:25][CH2:24][NH:23][CH2:22][CH2:21]1.FC1C=C(C=C(F)C=1F)C(O)=O.CCN(C(C)C)C(C)C, predict the reaction product. The product is: [C:1]1([C:13]2[CH:18]=[CH:17][CH:16]=[CH:15][CH:14]=2)[CH:6]=[CH:5][C:4]([NH:7][C:8](=[O:12])[C:9](=[O:10])[N:23]2[CH2:24][CH2:25][N:20]([C:26](=[O:27])[C:28]3[CH:33]=[C:32]([F:34])[C:31]([F:35])=[C:30]([F:36])[CH:29]=3)[CH2:21][CH2:22]2)=[CH:3][CH:2]=1.